Dataset: Full USPTO retrosynthesis dataset with 1.9M reactions from patents (1976-2016). Task: Predict the reactants needed to synthesize the given product. Given the product [Cl:1][C:2]1[C:6]([Cl:7])=[C:5]([CH3:8])[NH:4][C:3]=1[C:9]([NH:11][C@H:12]1[CH2:17][CH2:16][N:15]([C:18]2[S:19][C:20]([C:36]([OH:38])=[O:37])=[C:21]([C:23]3[CH:28]=[N:27][C:26]([N:29]4[CH2:34][CH2:33][N:32]([CH3:35])[CH2:31][CH2:30]4)=[CH:25][N:24]=3)[N:22]=2)[CH2:14][C@H:13]1[O:41][CH3:42])=[O:10], predict the reactants needed to synthesize it. The reactants are: [Cl:1][C:2]1[C:6]([Cl:7])=[C:5]([CH3:8])[NH:4][C:3]=1[C:9]([NH:11][C@H:12]1[CH2:17][CH2:16][N:15]([C:18]2[S:19][C:20]([C:36]([O:38]CC)=[O:37])=[C:21]([C:23]3[CH:28]=[N:27][C:26]([N:29]4[CH2:34][CH2:33][N:32]([CH3:35])[CH2:31][CH2:30]4)=[CH:25][N:24]=3)[N:22]=2)[CH2:14][C@H:13]1[O:41][CH3:42])=[O:10].[OH-].[Na+].